Dataset: Reaction yield outcomes from USPTO patents with 853,638 reactions. Task: Predict the reaction yield, written as a fraction of the theoretical maximum amount of product (1.0 means a 100% yield; for example, 0.34 means a 34% yield). (1) The product is [F:17][C:18]1[CH:19]=[CH:20][C:21]([N:24]2[CH:28]=[N:27][C:26]([C:29]([NH:16][C@H:13]3[CH2:14][CH2:15][N:11]([C:7]4[C:6]5[N:5]([CH:4]=[CH:3][N:2]=5)[CH:10]=[CH:9][N:8]=4)[CH2:12]3)=[O:30])=[N:25]2)=[CH:22][CH:23]=1. The catalyst is CN(C=O)C.C(OCC)(=O)C. The reactants are Cl.[N:2]1[CH:3]=[CH:4][N:5]2[CH:10]=[CH:9][N:8]=[C:7]([N:11]3[CH2:15][CH2:14][C@H:13]([NH2:16])[CH2:12]3)[C:6]=12.[F:17][C:18]1[CH:23]=[CH:22][C:21]([N:24]2[CH:28]=[N:27][C:26]([C:29](O)=[O:30])=[N:25]2)=[CH:20][CH:19]=1.C(N(CC)C(C)C)C.CN(C(ON1N=NC2C=CC=NC1=2)=[N+](C)C)C.F[P-](F)(F)(F)(F)F. The yield is 0.570. (2) The reactants are [C:1]([C:3]([CH3:16])([O:5][C:6]1[CH:7]=[C:8]([CH:13]=[CH:14][CH:15]=1)[C:9]([O:11]C)=[O:10])[CH3:4])#[N:2].O1CCCC1.[OH-].[Na+].Cl. The catalyst is CO. The product is [C:1]([C:3]([CH3:16])([O:5][C:6]1[CH:7]=[C:8]([CH:13]=[CH:14][CH:15]=1)[C:9]([OH:11])=[O:10])[CH3:4])#[N:2]. The yield is 0.510. (3) The reactants are [C:1]1([CH2:7][CH2:8][CH2:9][C:10]([NH:12][CH2:13][CH2:14][C:15]([OH:17])=O)=[O:11])[CH:6]=[CH:5][CH:4]=[CH:3][CH:2]=1.Cl.[CH2:19]([O:21][C:22]([CH:24]1[CH2:28][CH:27]([OH:29])[CH2:26][NH:25]1)=[O:23])[CH3:20].CCN(CC)CC.CN(C(ON1N=NC2C=CC=CC1=2)=[N+](C)C)C.F[P-](F)(F)(F)(F)F. The catalyst is CN(C=O)C.C(Cl)Cl. The product is [CH2:19]([O:21][C:22]([CH:24]1[CH2:28][CH:27]([OH:29])[CH2:26][N:25]1[C:15](=[O:17])[CH2:14][CH2:13][NH:12][C:10](=[O:11])[CH2:9][CH2:8][CH2:7][C:1]1[CH:2]=[CH:3][CH:4]=[CH:5][CH:6]=1)=[O:23])[CH3:20]. The yield is 0.700. (4) The reactants are [F:1][C:2]([F:29])([F:28])[C:3]([F:27])([C:8]1[CH:26]=[CH:25][C:11]([CH2:12][S:13]([C:16]2[CH:17]=[C:18]3[C:22](=[CH:23][CH:24]=2)[CH2:21][CH2:20][CH2:19]3)(=[O:15])=[O:14])=[CH:10][CH:9]=1)[C:4]([F:7])([F:6])[F:5].[CH3:30]C(OC(C)=O)=O. The catalyst is CN(C=O)C.O. The product is [F:29][C:2]([F:1])([F:28])[C:3]([F:27])([C:8]1[CH:26]=[CH:25][C:11]([C:12]([S:13]([C:16]2[CH:17]=[C:18]3[C:22](=[CH:23][CH:24]=2)[CH2:21][CH2:20][CH2:19]3)(=[O:15])=[O:14])=[CH2:30])=[CH:10][CH:9]=1)[C:4]([F:7])([F:6])[F:5]. The yield is 0.229. (5) The yield is 0.710. The reactants are [N:1]1([C:10]([C@@H:12]([C@H:22]([CH2:35][OH:36])[O:23][CH2:24][P:25]([O:31][CH:32]([CH3:34])[CH3:33])([O:27][CH:28]([CH3:30])[CH3:29])=[O:26])[O:13]C(=O)C2C=CC=CC=2)=[O:11])[CH:9]=[C:7]([CH3:8])[C:5](=[O:6])[NH:4][C:2]1=[O:3].N. The catalyst is CO. The product is [N:1]1([C:10]([C@@H:12]([C@H:22]([CH2:35][OH:36])[O:23][CH2:24][P:25]([O:31][CH:32]([CH3:34])[CH3:33])([O:27][CH:28]([CH3:30])[CH3:29])=[O:26])[OH:13])=[O:11])[CH:9]=[C:7]([CH3:8])[C:5](=[O:6])[NH:4][C:2]1=[O:3]. (6) The reactants are [CH3:1][N:2]1[C:7](=[O:8])[CH2:6][N:5]2[N:9]=[C:10]([NH:12][C:13]3[C:14](=[O:29])[N:15]([CH3:28])[CH:16]=[C:17](B4OC(C)(C)C(C)(C)O4)[CH:18]=3)[CH:11]=[C:4]2[CH2:3]1.Cl[C:31]1[CH:36]=[CH:35][N:34]=[C:33]([N:37]2[CH2:48][CH2:47][C:46]3[C:45]4[CH2:44][C:43]([CH3:50])([CH3:49])[CH2:42][C:41]=4[S:40][C:39]=3[C:38]2=[O:51])[C:32]=1[CH:52]=[O:53].[O-]P([O-])([O-])=O.[K+].[K+].[K+].C([O-])(=O)C.[Na+]. The catalyst is C1C=CC(P(C2C=CC=CC=2)[C-]2C=CC=C2)=CC=1.C1C=CC(P(C2C=CC=CC=2)[C-]2C=CC=C2)=CC=1.Cl[Pd]Cl.[Fe+2].C(#N)C.O. The product is [CH3:49][C:43]1([CH3:50])[CH2:42][C:41]2[S:40][C:39]3[C:38](=[O:51])[N:37]([C:33]4[C:32]([CH:52]=[O:53])=[C:31]([C:17]5[CH:18]=[C:13]([NH:12][C:10]6[CH:11]=[C:4]7[CH2:3][N:2]([CH3:1])[C:7](=[O:8])[CH2:6][N:5]7[N:9]=6)[C:14](=[O:29])[N:15]([CH3:28])[CH:16]=5)[CH:36]=[CH:35][N:34]=4)[CH2:48][CH2:47][C:46]=3[C:45]=2[CH2:44]1. The yield is 0.360. (7) The reactants are [NH2:1][C:2]1[C:7]([O:8][C:9]2[C:10]([CH:19]([CH3:21])[CH3:20])=[CH:11][C:12]([O:17][CH3:18])=[C:13]([CH:16]=2)[C:14]#[N:15])=[CH:6][N:5]=[C:4]([NH:22][CH2:23][CH3:24])[N:3]=1.[OH-:25].[Na+].Cl. The catalyst is CCO.O.O. The product is [NH2:1][C:2]1[C:7]([O:8][C:9]2[C:10]([CH:19]([CH3:20])[CH3:21])=[CH:11][C:12]([O:17][CH3:18])=[C:13]([CH:16]=2)[C:14]([NH2:15])=[O:25])=[CH:6][N:5]=[C:4]([NH:22][CH2:23][CH3:24])[N:3]=1. The yield is 0.270. (8) The reactants are C(OC([N:8]1[CH2:12][CH2:11][C@H:10]([O:13][C:14]2[C:15]3[CH2:23][N:22]([C:24]4[CH:25]=[N:26][C:27]([O:34][CH3:35])=[C:28]([C:30]([F:33])([F:32])[F:31])[CH:29]=4)[CH2:21][CH2:20][C:16]=3[N:17]=[CH:18][N:19]=2)[CH2:9]1)=O)(C)(C)C.[ClH:36].C(OCC)C. The catalyst is C(Cl)Cl. The product is [ClH:36].[ClH:36].[CH3:35][O:34][C:27]1[N:26]=[CH:25][C:24]([N:22]2[CH2:21][CH2:20][C:16]3[N:17]=[CH:18][N:19]=[C:14]([O:13][C@H:10]4[CH2:11][CH2:12][NH:8][CH2:9]4)[C:15]=3[CH2:23]2)=[CH:29][C:28]=1[C:30]([F:33])([F:31])[F:32]. The yield is 1.28. (9) The reactants are [C:1]([C:5]1[CH:6]=[C:7]2[C:12](=[C:13]([F:15])[CH:14]=1)[C:11](=[O:16])[N:10]([C:17]1[N:24]=[CH:23][CH:22]=[C:21](Cl)[C:18]=1[CH:19]=[O:20])[N:9]=[CH:8]2)([CH3:4])([CH3:3])[CH3:2].[CH3:26][O:27][CH2:28][CH2:29][N:30]1[CH2:35][CH2:34][N:33]2[N:36]=[C:37]([NH:39][C:40]3[C:41](=[O:56])[N:42]([CH3:55])[CH:43]=[C:44](B4OC(C)(C)C(C)(C)O4)[CH:45]=3)[CH:38]=[C:32]2[CH2:31]1.[O-]P([O-])([O-])=O.[K+].[K+].[K+].C([O-])(=O)C.[Na+]. The catalyst is O.C1C=CC(P(C2C=CC=CC=2)[C-]2C=CC=C2)=CC=1.C1C=CC(P(C2C=CC=CC=2)[C-]2C=CC=C2)=CC=1.Cl[Pd]Cl.[Fe+2].C(#N)C. The product is [C:1]([C:5]1[CH:6]=[C:7]2[C:12](=[C:13]([F:15])[CH:14]=1)[C:11](=[O:16])[N:10]([C:17]1[N:24]=[CH:23][CH:22]=[C:21]([C:44]3[CH:45]=[C:40]([NH:39][C:37]4[CH:38]=[C:32]5[CH2:31][N:30]([CH2:29][CH2:28][O:27][CH3:26])[CH2:35][CH2:34][N:33]5[N:36]=4)[C:41](=[O:56])[N:42]([CH3:55])[CH:43]=3)[C:18]=1[CH:19]=[O:20])[N:9]=[CH:8]2)([CH3:4])([CH3:3])[CH3:2]. The yield is 0.800.